Predict the product of the given reaction. From a dataset of Forward reaction prediction with 1.9M reactions from USPTO patents (1976-2016). (1) Given the reactants [CH2:1]([C:8]1[O:12][C:11]([C@H:13]2[CH2:17][CH2:16][C@H:15]([NH:18]C(=O)OC(C)(C)C)[CH2:14]2)=[N:10][N:9]=1)[C:2]1[CH:7]=[CH:6][CH:5]=[CH:4][CH:3]=1.Cl, predict the reaction product. The product is: [CH2:1]([C:8]1[O:12][C:11]([C@H:13]2[CH2:17][CH2:16][C@H:15]([NH2:18])[CH2:14]2)=[N:10][N:9]=1)[C:2]1[CH:7]=[CH:6][CH:5]=[CH:4][CH:3]=1. (2) Given the reactants [C:1]([O:5][C:6](=[O:15])[NH:7][C:8]1[CH:13]=[C:12]([CH3:14])[CH:11]=[CH:10][N:9]=1)([CH3:4])([CH3:3])[CH3:2].[H-].[Na+].[CH3:18][O:19][C:20]1[CH:25]=[CH:24][C:23]([CH2:26]Cl)=[CH:22][CH:21]=1, predict the reaction product. The product is: [C:1]([O:5][C:6](=[O:15])[N:7]([CH2:26][C:23]1[CH:24]=[CH:25][C:20]([O:19][CH3:18])=[CH:21][CH:22]=1)[C:8]1[CH:13]=[C:12]([CH3:14])[CH:11]=[CH:10][N:9]=1)([CH3:4])([CH3:3])[CH3:2]. (3) Given the reactants [F:1][C:2]([F:15])([F:14])[CH2:3][CH2:4][C:5]([N:11]=[C:12]=[O:13])(OC)[C:6]([OH:8])=O.CN([C:19]([O:23]N1N=NC2C=CC=NC1=2)=[N+](C)C)C.F[P-](F)(F)(F)(F)F.[C:40]([O:44][C:45]([N:47]1[CH2:51][CH2:50][CH2:49][CH:48]1[C:52]1[NH:53][C:54]([C:57]2[CH:62]=[CH:61][C:60]([C:63]3[CH:68]=[CH:67][C:66]([C:69]4[NH:70][C:71]([CH:74]5[CH2:78][CH2:77][CH2:76][NH:75]5)=[N:72][CH:73]=4)=[CH:65][CH:64]=3)=[CH:59][CH:58]=2)=[CH:55][N:56]=1)=[O:46])([CH3:43])([CH3:42])[CH3:41].C(N(C(C)C)CC)(C)C, predict the reaction product. The product is: [C:40]([O:44][C:45]([N:47]1[CH2:51][CH2:50][CH2:49][CH:48]1[C:52]1[NH:53][C:54]([C:57]2[CH:58]=[CH:59][C:60]([C:63]3[CH:68]=[CH:67][C:66]([C:69]4[NH:70][C:71]([CH:74]5[CH2:78][CH2:77][CH2:76][N:75]5[C:6](=[O:8])[CH:5]([NH:11][C:12]([O:23][CH3:19])=[O:13])[CH2:4][CH2:3][C:2]([F:1])([F:14])[F:15])=[N:72][CH:73]=4)=[CH:65][CH:64]=3)=[CH:61][CH:62]=2)=[CH:55][N:56]=1)=[O:46])([CH3:43])([CH3:41])[CH3:42]. (4) Given the reactants [C:1]([CH:3]1[CH2:8][CH2:7][N:6]([C:9]([N:11]2[CH2:16][CH:15]([C:17]3[CH:22]=[CH:21][C:20]([C:23]([F:26])([F:25])[F:24])=[CH:19][CH:18]=3)[CH2:14][CH:13]([C:27](O)=[O:28])[CH2:12]2)=[O:10])[CH2:5][CH2:4]1)#[N:2].[F:30][C:31]1[CH:36]=[C:35]([F:37])[CH:34]=[CH:33][C:32]=1[C:38](=[N:40]O)[NH2:39], predict the reaction product. The product is: [F:30][C:31]1[CH:36]=[C:35]([F:37])[CH:34]=[CH:33][C:32]=1[C:38]1[N:40]=[C:27]([CH:13]2[CH2:14][CH:15]([C:17]3[CH:22]=[CH:21][C:20]([C:23]([F:24])([F:26])[F:25])=[CH:19][CH:18]=3)[CH2:16][N:11]([C:9]([N:6]3[CH2:5][CH2:4][CH:3]([C:1]#[N:2])[CH2:8][CH2:7]3)=[O:10])[CH2:12]2)[O:28][N:39]=1.